This data is from Catalyst prediction with 721,799 reactions and 888 catalyst types from USPTO. The task is: Predict which catalyst facilitates the given reaction. (1) Reactant: [NH2:1][C:2]1[CH:7]=[CH:6][C:5]([N:8]2[CH2:13][CH2:12][CH:11]([N:14]([C:22]3[CH:27]=[CH:26][CH:25]=[CH:24][CH:23]=3)[C:15](=[O:21])[CH:16]([CH2:19][CH3:20])[CH2:17][CH3:18])[CH2:10][CH2:9]2)=[C:4]([F:28])[CH:3]=1.C(C(CC)[C:32]([N:34]([C:41]1[CH:46]=[CH:45]C=[CH:43][CH:42]=1)C1CCNCC1)=[O:33])C.C([O-])([O-])=O.[K+].[K+].FC1C=CC([N+:62]([O-])=[O:63])=CC=1F. Product: [CH3:45][C:46]1[C:41]([NH:34][C:32](=[O:33])[NH:1][C:2]2[CH:7]=[CH:6][C:5]([N:8]3[CH2:13][CH2:12][CH:11]([N:14]([C:22]4[CH:23]=[CH:24][CH:25]=[CH:26][CH:27]=4)[C:15](=[O:21])[CH:16]([CH2:19][CH3:20])[CH2:17][CH3:18])[CH2:10][CH2:9]3)=[C:4]([F:28])[CH:3]=2)=[C:42]([CH3:43])[O:63][N:62]=1. The catalyst class is: 18. (2) Reactant: [CH3:1][O:2][C:3]1[CH:11]=[CH:10][C:6]([C:7]([OH:9])=O)=[CH:5][C:4]=1[N+:12]([O-:14])=[O:13].C(Cl)(=O)C(Cl)=O.CN(C=O)C.[NH2:26][C:27]1[S:31][C:30]([NH:32][C:33]2[CH:38]=[CH:37][C:36]([O:39][CH3:40])=[CH:35][CH:34]=2)=[N:29][C:28]=1[C:41]([NH2:43])=[O:42]. Product: [CH3:1][O:2][C:3]1[CH:11]=[CH:10][C:6]([C:7]([NH:26][C:27]2[S:31][C:30]([NH:32][C:33]3[CH:34]=[CH:35][C:36]([O:39][CH3:40])=[CH:37][CH:38]=3)=[N:29][C:28]=2[C:41]([NH2:43])=[O:42])=[O:9])=[CH:5][C:4]=1[N+:12]([O-:14])=[O:13]. The catalyst class is: 202. (3) Reactant: [CH2:1]([N:8]([CH3:12])[CH2:9][CH2:10][OH:11])[C:2]1[CH:7]=[CH:6][CH:5]=[CH:4][CH:3]=1.[H-].[Na+].[Br:15][C:16]1[CH:21]=[CH:20][C:19]([N+:22]([O-:24])=[O:23])=[C:18](F)[CH:17]=1. Product: [CH2:1]([N:8]([CH2:9][CH2:10][O:11][C:20]1[CH:21]=[C:16]([Br:15])[CH:17]=[CH:18][C:19]=1[N+:22]([O-:24])=[O:23])[CH3:12])[C:2]1[CH:7]=[CH:6][CH:5]=[CH:4][CH:3]=1. The catalyst class is: 1.